From a dataset of Reaction yield outcomes from USPTO patents with 853,638 reactions. Predict the reaction yield, written as a fraction of the theoretical maximum amount of product (1.0 means a 100% yield; for example, 0.34 means a 34% yield). (1) The reactants are O1C=C(CN)N=C1.[CH3:8][N:9]1[CH:13]=[CH:12][C:11]([CH2:14][NH2:15])=[N:10]1.[F:16][C:17]1[CH:38]=[CH:37][C:20]([CH2:21][N:22]2[CH2:26][CH2:25][N:24]([C:27]3[CH:28]=[C:29]([CH:33]=[CH:34][N:35]=3)[C:30](O)=[O:31])[C:23]2=[O:36])=[CH:19][CH:18]=1. No catalyst specified. The product is [F:16][C:17]1[CH:18]=[CH:19][C:20]([CH2:21][N:22]2[CH2:26][CH2:25][N:24]([C:27]3[CH:28]=[C:29]([CH:33]=[CH:34][N:35]=3)[C:30]([NH:15][CH2:14][C:11]3[CH:12]=[CH:13][N:9]([CH3:8])[N:10]=3)=[O:31])[C:23]2=[O:36])=[CH:37][CH:38]=1. The yield is 0.300. (2) The reactants are [F:1][C:2]1[CH:7]=[CH:6][C:5]([NH:8][C:9]2[C:18]3[C:13](=[CH:14][C:15]([O:20][CH3:21])=[C:16]([OH:19])[CH:17]=3)[N:12]=[CH:11][N:10]=2)=[CH:4][CH:3]=1.C([O-])([O-])=O.[K+].[K+].Br[CH2:29][CH2:30][CH2:31][Cl:32].O. The catalyst is CN(C=O)C. The product is [F:1][C:2]1[CH:3]=[CH:4][C:5]([NH:8][C:9]2[C:18]3[C:13](=[CH:14][C:15]([O:20][CH3:21])=[C:16]([O:19][CH2:29][CH2:30][CH2:31][Cl:32])[CH:17]=3)[N:12]=[CH:11][N:10]=2)=[CH:6][CH:7]=1. The yield is 0.910. (3) The yield is 0.880. The product is [Br:20][C:16]1[CH:17]=[CH:18][C:19]2[N:7]([C:1]3[CH:2]=[CH:3][CH:4]=[CH:5][CH:6]=3)[C:8]3[C:13]([C:14]=2[CH:15]=1)=[CH:12][CH:11]=[CH:10][CH:9]=3. The catalyst is C(O)(=O)C.CO. The reactants are [C:1]1([N:7]2[C:19]3[CH:18]=[CH:17][CH:16]=[CH:15][C:14]=3[C:13]3[C:8]2=[CH:9][CH:10]=[CH:11][CH:12]=3)[CH:6]=[CH:5][CH:4]=[CH:3][CH:2]=1.[Br:20]N1C(=O)CCC1=O.